From a dataset of NCI-60 drug combinations with 297,098 pairs across 59 cell lines. Regression. Given two drug SMILES strings and cell line genomic features, predict the synergy score measuring deviation from expected non-interaction effect. (1) Drug 1: CC1C(C(=O)NC(C(=O)N2CCCC2C(=O)N(CC(=O)N(C(C(=O)O1)C(C)C)C)C)C(C)C)NC(=O)C3=C4C(=C(C=C3)C)OC5=C(C(=O)C(=C(C5=N4)C(=O)NC6C(OC(=O)C(N(C(=O)CN(C(=O)C7CCCN7C(=O)C(NC6=O)C(C)C)C)C)C(C)C)C)N)C. Drug 2: C1C(C(OC1N2C=NC(=NC2=O)N)CO)O. Cell line: EKVX. Synergy scores: CSS=-4.09, Synergy_ZIP=0.564, Synergy_Bliss=0.904, Synergy_Loewe=-4.39, Synergy_HSA=-3.75. (2) Drug 1: CCC(=C(C1=CC=CC=C1)C2=CC=C(C=C2)OCCN(C)C)C3=CC=CC=C3.C(C(=O)O)C(CC(=O)O)(C(=O)O)O. Drug 2: CN(CCCl)CCCl.Cl. Cell line: U251. Synergy scores: CSS=22.4, Synergy_ZIP=-3.09, Synergy_Bliss=-0.521, Synergy_Loewe=-16.6, Synergy_HSA=-0.397. (3) Drug 1: CS(=O)(=O)C1=CC(=C(C=C1)C(=O)NC2=CC(=C(C=C2)Cl)C3=CC=CC=N3)Cl. Drug 2: CCC1(C2=C(COC1=O)C(=O)N3CC4=CC5=C(C=CC(=C5CN(C)C)O)N=C4C3=C2)O.Cl. Cell line: SF-539. Synergy scores: CSS=27.1, Synergy_ZIP=-10.1, Synergy_Bliss=-3.15, Synergy_Loewe=-31.3, Synergy_HSA=-3.06. (4) Drug 1: CCCCCOC(=O)NC1=NC(=O)N(C=C1F)C2C(C(C(O2)C)O)O. Drug 2: N.N.Cl[Pt+2]Cl. Cell line: SR. Synergy scores: CSS=44.9, Synergy_ZIP=-0.734, Synergy_Bliss=-1.09, Synergy_Loewe=-4.48, Synergy_HSA=0.618. (5) Drug 1: CC(C1=C(C=CC(=C1Cl)F)Cl)OC2=C(N=CC(=C2)C3=CN(N=C3)C4CCNCC4)N. Drug 2: CCC(=C(C1=CC=CC=C1)C2=CC=C(C=C2)OCCN(C)C)C3=CC=CC=C3.C(C(=O)O)C(CC(=O)O)(C(=O)O)O. Cell line: DU-145. Synergy scores: CSS=1.05, Synergy_ZIP=0.101, Synergy_Bliss=1.85, Synergy_Loewe=-2.23, Synergy_HSA=-0.876. (6) Drug 1: CN1C(=O)N2C=NC(=C2N=N1)C(=O)N. Drug 2: CC1=C2C(C(=O)C3(C(CC4C(C3C(C(C2(C)C)(CC1OC(=O)C(C(C5=CC=CC=C5)NC(=O)OC(C)(C)C)O)O)OC(=O)C6=CC=CC=C6)(CO4)OC(=O)C)O)C)O. Cell line: SN12C. Synergy scores: CSS=-3.29, Synergy_ZIP=0.124, Synergy_Bliss=-3.61, Synergy_Loewe=-3.46, Synergy_HSA=-5.54.